This data is from Full USPTO retrosynthesis dataset with 1.9M reactions from patents (1976-2016). The task is: Predict the reactants needed to synthesize the given product. Given the product [CH2:1]([O:3][C:4]1[C:5]([F:17])=[C:6]([C:9]([CH2:15][OH:16])=[CH:10][C:11]=1[O:12][CH2:13][CH3:14])[C:7]#[N:8])[CH3:2], predict the reactants needed to synthesize it. The reactants are: [CH2:1]([O:3][C:4]1[C:5]([F:17])=[C:6]([C:9]([CH:15]=[O:16])=[CH:10][C:11]=1[O:12][CH2:13][CH3:14])[C:7]#[N:8])[CH3:2].C(OCC)(=O)C.C(O[BH-](OC(=O)C)OC(=O)C)(=O)C.[Na+].